Task: Predict the product of the given reaction.. Dataset: Forward reaction prediction with 1.9M reactions from USPTO patents (1976-2016) (1) The product is: [C:1]1([C:7]2[CH:42]=[CH:41][C:10]([C:11]([O:13][C@@H:14]3[CH2:22][C@@H:17]4[O:18][C:19](=[O:21])[CH2:20][C@@H:16]4[C@H:15]3[CH2:23][CH2:24][C@@H:25]([O:34][CH:35]3[CH2:40][CH2:39][CH2:38][CH2:37][O:36]3)[CH2:26][CH2:27][C:28]3[CH:33]=[CH:32][CH:31]=[CH:30][CH:29]=3)=[O:12])=[CH:9][CH:8]=2)[CH:2]=[CH:3][CH:4]=[CH:5][CH:6]=1. Given the reactants [C:1]1([C:7]2[CH:42]=[CH:41][C:10]([C:11]([O:13][C@@H:14]3[CH2:22][C@@H:17]4[O:18][C:19](=[O:21])[CH2:20][C@@H:16]4[C@H:15]3/[CH:23]=[CH:24]/[C@@H:25]([O:34][CH:35]3[CH2:40][CH2:39][CH2:38][CH2:37][O:36]3)[CH2:26][CH2:27][C:28]3[CH:33]=[CH:32][CH:31]=[CH:30][CH:29]=3)=[O:12])=[CH:9][CH:8]=2)[CH:6]=[CH:5][CH:4]=[CH:3][CH:2]=1.C(OCC)(=O)C, predict the reaction product. (2) Given the reactants Br[C:2]1[CH:3]=[C:4]2[C:9](=[CH:10][CH:11]=1)[N:8]=[C:7]([C:12]([O:14][CH2:15][CH3:16])=[O:13])[CH:6]=[CH:5]2.[OH:17][C:18]1[CH:23]=[CH:22][C:21](B(O)O)=[CH:20][C:19]=1[CH3:27].C1(P(C2C=CC=CC=2)C2C=CC=CC=2)C=CC=CC=1.P([O-])([O-])([O-])=O.[K+].[K+].[K+], predict the reaction product. The product is: [OH:17][C:18]1[CH:23]=[CH:22][C:21]([C:2]2[CH:3]=[C:4]3[C:9](=[CH:10][CH:11]=2)[N:8]=[C:7]([C:12]([O:14][CH2:15][CH3:16])=[O:13])[CH:6]=[CH:5]3)=[CH:20][C:19]=1[CH3:27].